This data is from Peptide-MHC class II binding affinity with 134,281 pairs from IEDB. The task is: Regression. Given a peptide amino acid sequence and an MHC pseudo amino acid sequence, predict their binding affinity value. This is MHC class II binding data. (1) The peptide sequence is LSEFGKAKGSRAIWY. The MHC is HLA-DQA10201-DQB10301 with pseudo-sequence HLA-DQA10201-DQB10301. The binding affinity (normalized) is 0.603. (2) The peptide sequence is AAATAGTRVYGAFAA. The MHC is HLA-DPA10103-DPB10401 with pseudo-sequence HLA-DPA10103-DPB10401. The binding affinity (normalized) is 0.0433. (3) The peptide sequence is KNLYDHALMSIISTF. The MHC is DRB1_0802 with pseudo-sequence DRB1_0802. The binding affinity (normalized) is 0.155. (4) The binding affinity (normalized) is 0.147. The MHC is DRB1_1302 with pseudo-sequence DRB1_1302. The peptide sequence is NPIASTNDDEVLIEV. (5) The peptide sequence is ADKVAYALAQGLKVI. The MHC is DRB1_1101 with pseudo-sequence DRB1_1101. The binding affinity (normalized) is 0.503. (6) The peptide sequence is ALTALIRDPPADSTG. The MHC is DRB3_0101 with pseudo-sequence DRB3_0101. The binding affinity (normalized) is 0.975. (7) The peptide sequence is YDKFLANVSTRLTGK. The MHC is DRB1_1602 with pseudo-sequence DRB1_1602. The binding affinity (normalized) is 0.755. (8) The peptide sequence is LSPISNMVSMANNHV. The MHC is HLA-DQA10301-DQB10302 with pseudo-sequence HLA-DQA10301-DQB10302. The binding affinity (normalized) is 0.216. (9) The peptide sequence is RICCEPKKTTNAEFT. The MHC is DRB1_0301 with pseudo-sequence DRB1_0301. The binding affinity (normalized) is 0.161.